From a dataset of Catalyst prediction with 721,799 reactions and 888 catalyst types from USPTO. Predict which catalyst facilitates the given reaction. (1) Reactant: [C:1]([CH2:3][C:4]([N:6]1[CH2:10][CH2:9][CH2:8][C@@H:7]1[CH2:11][N:12]1[C:16]2[CH:17]=[C:18]([CH:21]=O)[CH:19]=[CH:20][C:15]=2[N:14]=[C:13]1[NH:23][C:24]([C:26]1[S:27][C:28]([CH:31]([F:33])[F:32])=[CH:29][CH:30]=1)=[O:25])=[O:5])#[N:2].[BH3-][C:35]#[N:36].[Na+]. Product: [C:1]([CH2:3][C:4]([N:6]1[CH2:10][CH2:9][CH2:8][C@@H:7]1[CH2:11][N:12]1[C:16]2[CH:17]=[C:18]([CH2:21][NH:36][CH2:35][C:18]([CH3:21])([CH3:19])[CH3:17])[CH:19]=[CH:20][C:15]=2[N:14]=[C:13]1[NH:23][C:24]([C:26]1[S:27][C:28]([CH:31]([F:32])[F:33])=[CH:29][CH:30]=1)=[O:25])=[O:5])#[N:2]. The catalyst class is: 2. (2) Reactant: [CH3:1][C:2]1[CH:7]=[CH:6][C:5]([C:8](=O)[CH2:9][C:10](=O)[C:11]([O:13][CH3:14])=[O:12])=[CH:4][CH:3]=1.Cl.[NH:18]([C:20]1[CH:25]=[C:24]([C:26]#[N:27])[CH:23]=[CH:22][N:21]=1)[NH2:19]. Product: [C:26]([C:24]1[CH:23]=[CH:22][N:21]=[C:20]([N:18]2[C:8]([C:5]3[CH:6]=[CH:7][C:2]([CH3:1])=[CH:3][CH:4]=3)=[CH:9][C:10]([C:11]([O:13][CH3:14])=[O:12])=[N:19]2)[CH:25]=1)#[N:27]. The catalyst class is: 52. (3) Reactant: [NH:1]1[C:9]2[C:4](=[CH:5][CH:6]=[CH:7][CH:8]=2)[CH2:3][C:2]1=[O:10].[I:11][C:12]1[C:20]2[C:15](=[CH:16][C:17]([CH:21]=O)=[CH:18][CH:19]=2)[N:14]([CH2:23][O:24][CH2:25][CH2:26][Si:27]([CH3:30])([CH3:29])[CH3:28])[N:13]=1.N1CCCCC1. Product: [I:11][C:12]1[C:20]2[C:15](=[CH:16][C:17](/[CH:21]=[C:3]3/[C:2](=[O:10])[NH:1][C:9]4[C:4]/3=[CH:5][CH:6]=[CH:7][CH:8]=4)=[CH:18][CH:19]=2)[N:14]([CH2:23][O:24][CH2:25][CH2:26][Si:27]([CH3:28])([CH3:30])[CH3:29])[N:13]=1. The catalyst class is: 8. (4) The catalyst class is: 5. Product: [O:9]=[C:10]1[C:18]2([C:22]3=[CH:23][C:24]4[O:28][CH2:27][O:26][C:25]=4[CH:29]=[C:21]3[O:20][CH2:19]2)[C:17]2[C:12](=[CH:13][CH:14]=[CH:15][CH:16]=2)[N:11]1[CH2:30][C:31]1[O:35][C:34]([C:36]([F:38])([F:39])[F:37])=[C:33]([C:40]([NH2:6])=[O:41])[CH:32]=1. Reactant: N.CC(C)(C)CC[NH2:6].[O:9]=[C:10]1[C:18]2([C:22]3=[CH:23][C:24]4[O:28][CH2:27][O:26][C:25]=4[CH:29]=[C:21]3[O:20][CH2:19]2)[C:17]2[C:12](=[CH:13][CH:14]=[CH:15][CH:16]=2)[N:11]1[CH2:30][C:31]1[O:35][C:34]([C:36]([F:39])([F:38])[F:37])=[C:33]([C:40](O)=[O:41])[CH:32]=1.O=C1C2(COC3C=C4C(=CC2=3)CCO4)C2C(=CC=CC=2)N1CC(O)=O. (5) Reactant: [C@@H:1]12[CH2:7][NH:6][C@@H:5]1[CH2:4][N:3]([C:8]1[CH:20]=[CH:19][C:18]3[C:17]4[C:12](=[CH:13][CH:14]=[CH:15][CH:16]=4)[C:11](=[O:21])[C:10]=3[CH:9]=1)[CH2:2]2.C=O.[BH-](OC(C)=O)(OC(C)=O)O[C:26](C)=O.[Na+]. Product: [CH3:26][N:6]1[CH2:7][C@@H:1]2[C@H:5]1[CH2:4][N:3]([C:8]1[CH:20]=[CH:19][C:18]3[C:17]4[C:12](=[CH:13][CH:14]=[CH:15][CH:16]=4)[C:11](=[O:21])[C:10]=3[CH:9]=1)[CH2:2]2. The catalyst class is: 6. (6) Reactant: C[Mg]Br.C([O:6][CH2:7][CH3:8])C.[CH3:9][O:10][C:11]1[N:16]=[CH:15][C:14](C=O)=[CH:13][N:12]=1.C(O)(=O)C. Product: [CH3:9][O:10][C:11]1[N:16]=[CH:15][C:14]([CH:7]([OH:6])[CH3:8])=[CH:13][N:12]=1. The catalyst class is: 7.